Predict the product of the given reaction. From a dataset of Forward reaction prediction with 1.9M reactions from USPTO patents (1976-2016). (1) Given the reactants [CH3:1][O:2][C:3]1[CH:8]=[CH:7][C:6]([N:9]2[CH2:14][CH2:13][O:12][CH2:11][CH2:10]2)=[CH:5][C:4]=1[N+:15]([O-])=O, predict the reaction product. The product is: [CH3:1][O:2][C:3]1[CH:8]=[CH:7][C:6]([N:9]2[CH2:14][CH2:13][O:12][CH2:11][CH2:10]2)=[CH:5][C:4]=1[NH2:15]. (2) Given the reactants [NH:1]1[CH2:5][CH2:4][CH2:3][CH:2]1[C:6]([OH:8])=[O:7].[OH-].[Na+].[CH3:11][C:12]([O:15][C:16](O[C:16]([O:15][C:12]([CH3:14])([CH3:13])[CH3:11])=[O:17])=[O:17])([CH3:14])[CH3:13].C(Cl)Cl.CO, predict the reaction product. The product is: [C:12]([O:15][C:16]([N:1]1[CH2:5][CH2:4][CH2:3][CH:2]1[C:6]([OH:8])=[O:7])=[O:17])([CH3:14])([CH3:13])[CH3:11].